This data is from Catalyst prediction with 721,799 reactions and 888 catalyst types from USPTO. The task is: Predict which catalyst facilitates the given reaction. (1) Reactant: C([O:3][C:4](=[O:21])/[CH:5]=[CH:6]/[C:7]([N:9]1[C:14]2[CH:15]=[C:16]([CH3:20])[CH:17]=[C:18]([CH3:19])[C:13]=2[O:12][CH2:11][CH2:10]1)=[O:8])C.[OH-].[Na+]. Product: [CH3:20][C:16]1[CH:17]=[C:18]([CH3:19])[C:13]2[O:12][CH2:11][CH2:10][N:9]([C:7](=[O:8])/[CH:6]=[CH:5]/[C:4]([OH:21])=[O:3])[C:14]=2[CH:15]=1. The catalyst class is: 107. (2) Reactant: [F:1][C:2]([F:19])([F:18])[S:3]([O:6][C:7]1[CH:16]=[CH:15][C:14]2[C:9](=[CH:10][CH:11]=[CH:12][C:13]=2N)[CH:8]=1)(=[O:5])=[O:4].N([O-])=O.[Na+].[I-:24].[K+]. Product: [F:1][C:2]([F:19])([F:18])[S:3]([O:6][C:7]1[CH:16]=[CH:15][C:14]2[C:9](=[CH:10][CH:11]=[CH:12][C:13]=2[I:24])[CH:8]=1)(=[O:5])=[O:4]. The catalyst class is: 126. (3) Reactant: O/[CH:2]=[C:3]1\[C:4](=[O:13])[NH:5][C:6]2[C:11]\1=[CH:10][CH:9]=[C:8]([F:12])[CH:7]=2.O/C=C1\C(=O)NC2C\1=CC=CC=2.[C:26]1([C:32]2[NH:36][N:35]=[C:34]([NH2:37])[CH:33]=2)[CH:31]=[CH:30][CH:29]=[CH:28][CH:27]=1.NC1C=CNN=1.C1(NC2C=CNN=2)C=CC=CC=1. Product: [F:12][C:8]1[CH:7]=[C:6]2[C:11]([C:3](=[CH:2][NH:37][C:34]3[CH:33]=[C:32]([C:26]4[CH:31]=[CH:30][CH:29]=[CH:28][CH:27]=4)[NH:36][N:35]=3)[C:4](=[O:13])[NH:5]2)=[CH:10][CH:9]=1. The catalyst class is: 7.